This data is from Peptide-MHC class I binding affinity with 185,985 pairs from IEDB/IMGT. The task is: Regression. Given a peptide amino acid sequence and an MHC pseudo amino acid sequence, predict their binding affinity value. This is MHC class I binding data. The peptide sequence is KTLHSSVQSY. The MHC is HLA-A32:01 with pseudo-sequence HLA-A32:01. The binding affinity (normalized) is 0.421.